This data is from Catalyst prediction with 721,799 reactions and 888 catalyst types from USPTO. The task is: Predict which catalyst facilitates the given reaction. (1) Reactant: [CH2:1]([O:8][C:9]1[N:17]=[CH:16][N:15]=[C:14]2[C:10]=1[N:11]=[CH:12][N:13]2[CH2:18][C:19]([O:21]C)=[O:20])[C:2]1[CH:7]=[CH:6][CH:5]=[CH:4][CH:3]=1.[OH-].[Na+].Cl. Product: [CH2:1]([O:8][C:9]1[N:17]=[CH:16][N:15]=[C:14]2[C:10]=1[N:11]=[CH:12][N:13]2[CH2:18][C:19]([OH:21])=[O:20])[C:2]1[CH:3]=[CH:4][CH:5]=[CH:6][CH:7]=1. The catalyst class is: 5. (2) Reactant: [CH:1]1([CH2:4][OH:5])[CH2:3][CH2:2]1.[H-].[Na+].Br[C:9]1[CH:14]=[CH:13][C:12]([Br:15])=[CH:11][N:10]=1.O. Product: [Br:15][C:12]1[CH:13]=[CH:14][C:9]([O:5][CH2:4][CH:1]2[CH2:3][CH2:2]2)=[N:10][CH:11]=1. The catalyst class is: 3.